Dataset: Forward reaction prediction with 1.9M reactions from USPTO patents (1976-2016). Task: Predict the product of the given reaction. (1) Given the reactants [CH:1]1([C:4]2[C:5]([O:13][CH2:14][C:15]3([CH3:19])[CH2:18][O:17][CH2:16]3)=[CH:6][C:7]([C:10]([OH:12])=O)=[N:8][CH:9]=2)[CH2:3][CH2:2]1.CCN(C(C)C)C(C)C.[Cl-].COC1N=C(OC)N=C([N+]2(C)CCOCC2)N=1.[C:47]1([C:53]2[O:57][C:56]([C:58]([NH2:61])([CH3:60])[CH3:59])=[N:55][N:54]=2)[CH:52]=[CH:51][CH:50]=[CH:49][CH:48]=1, predict the reaction product. The product is: [CH:1]1([C:4]2[C:5]([O:13][CH2:14][C:15]3([CH3:19])[CH2:18][O:17][CH2:16]3)=[CH:6][C:7]([C:10]([NH:61][C:58]([C:56]3[O:57][C:53]([C:47]4[CH:52]=[CH:51][CH:50]=[CH:49][CH:48]=4)=[N:54][N:55]=3)([CH3:60])[CH3:59])=[O:12])=[N:8][CH:9]=2)[CH2:2][CH2:3]1. (2) Given the reactants [N+:1]([C:4]1[CH:11]=[CH:10][C:7]([C:8]#[N:9])=[C:6]([F:12])[CH:5]=1)([O-])=O.C(O)(=O)C, predict the reaction product. The product is: [NH2:1][C:4]1[CH:11]=[CH:10][C:7]([C:8]#[N:9])=[C:6]([F:12])[CH:5]=1. (3) Given the reactants [CH3:1][O:2][C:3]1[CH:8]=[CH:7][CH:6]=[CH:5][C:4]=1[N:9]1[CH2:14][CH2:13][C:12]([CH2:23]O)([C:15]2[CH:20]=[CH:19][CH:18]=[C:17]([O:21][CH3:22])[CH:16]=2)[CH2:11][CH2:10]1.[C:25]1(C)C=[CH:29][C:28](S(Cl)(=O)=O)=[CH:27][CH:26]=1.[Cl-].[NH4+:37], predict the reaction product. The product is: [CH3:1][O:2][C:3]1[CH:8]=[CH:7][CH:6]=[CH:5][C:4]=1[N:9]1[CH2:14][CH2:13][C:12]([C:15]2[CH:20]=[CH:19][CH:18]=[C:17]([O:21][CH3:22])[CH:16]=2)([CH2:23][N:37]2[CH2:29][CH2:28][CH2:27][CH2:26][CH2:25]2)[CH2:11][CH2:10]1. (4) Given the reactants Cl[C:2]1[N:10]2[C:6](=[N:7][C:8]3[CH:14]=[CH:13][CH:12]=[CH:11][C:9]=32)[C:5]([C:15]#[N:16])=[C:4]([CH3:17])[C:3]=1[CH2:18][CH2:19][CH2:20][CH2:21][CH2:22][CH3:23].[CH3:24][N:25]1[CH2:30][CH2:29][NH:28][CH2:27][CH2:26]1.C(N(CC)CC)C, predict the reaction product. The product is: [CH2:18]([C:3]1[C:4]([CH3:17])=[C:5]([C:15]#[N:16])[C:6]2[N:10]([C:2]=1[N:28]1[CH2:29][CH2:30][N:25]([CH3:24])[CH2:26][CH2:27]1)[C:9]1[CH:11]=[CH:12][CH:13]=[CH:14][C:8]=1[N:7]=2)[CH2:19][CH2:20][CH2:21][CH2:22][CH3:23]. (5) Given the reactants C(OC(=O)[NH:10][CH2:11][CH2:12][CH2:13][CH2:14][CH2:15][C:16]([N:18]1[CH2:22][CH:21]([OH:23])[CH:20]([CH:24]([C:43]2[CH:48]=[CH:47][CH:46]=[CH:45][CH:44]=2)[O:25][CH:26]([C:35]2[CH:40]=[CH:39][C:38]([O:41][CH3:42])=[CH:37][CH:36]=2)[C:27]2[CH:32]=[CH:31][C:30]([O:33][CH3:34])=[CH:29][CH:28]=2)[CH2:19]1)=[O:17])C1C=CC=CC=1, predict the reaction product. The product is: [NH2:10][CH2:11][CH2:12][CH2:13][CH2:14][CH2:15][C:16]([N:18]1[CH2:22][CH:21]([OH:23])[CH:20]([CH:24]([C:43]2[CH:48]=[CH:47][CH:46]=[CH:45][CH:44]=2)[O:25][CH:26]([C:35]2[CH:40]=[CH:39][C:38]([O:41][CH3:42])=[CH:37][CH:36]=2)[C:27]2[CH:32]=[CH:31][C:30]([O:33][CH3:34])=[CH:29][CH:28]=2)[CH2:19]1)=[O:17]. (6) Given the reactants [CH3:1][C:2]1[CH:3]=[C:4]([CH2:9][CH2:10][C:11]2[CH:16]=[CH:15][C:14]([NH2:17])=[CH:13][CH:12]=2)[CH:5]=[CH:6][C:7]=1[CH3:8].[CH3:18][O:19][C:20](=[O:31])[C:21]1[CH:26]=[C:25]([N+:27]([O-:29])=[O:28])[CH:24]=[CH:23][C:22]=1Br.C(=O)([O-])[O-].[Cs+].[Cs+], predict the reaction product. The product is: [CH3:18][O:19][C:20](=[O:31])[C:21]1[CH:26]=[C:25]([N+:27]([O-:29])=[O:28])[CH:24]=[CH:23][C:22]=1[NH:17][C:14]1[CH:13]=[CH:12][C:11]([CH2:10][CH2:9][C:4]2[CH:5]=[CH:6][C:7]([CH3:8])=[C:2]([CH3:1])[CH:3]=2)=[CH:16][CH:15]=1. (7) Given the reactants [CH3:1][NH:2][C:3]([C:5]1[C:14]2[C:9](=[CH:10][CH:11]=[CH:12][CH:13]=2)[N:8]=[C:7]([CH:15]([NH:17][C:18](=O)OC(C)(C)C)[CH3:16])[C:6]=1[C:25]1[CH:30]=[CH:29][CH:28]=[CH:27][CH:26]=1)=[O:4].Cl.O1CCOCC1.[NH2:38][C:39]1[C:44]([C:45]#[N:46])=C(Cl)[N:42]=[CH:41][N:40]=1.CCN(C(C)C)C(C)C, predict the reaction product. The product is: [NH2:38][C:39]1[N:40]=[CH:41][N:42]=[C:18]([NH:17][C@H:15]([C:7]2[C:6]([C:25]3[CH:26]=[CH:27][CH:28]=[CH:29][CH:30]=3)=[C:5]([C:3]([NH:2][CH3:1])=[O:4])[C:14]3[C:9](=[CH:10][CH:11]=[CH:12][CH:13]=3)[N:8]=2)[CH3:16])[C:44]=1[C:45]#[N:46]. (8) Given the reactants C([Si]([O:18][CH2:19][C:20]1([CH2:26][O:27][CH3:28])[CH2:25][CH2:24][CH2:23][CH2:22][CH2:21]1)(C1C=CC=CC=1)C1C=CC=CC=1)(C)(C)C.[F-].C([N+](CCCC)(CCCC)CCCC)CCC.O, predict the reaction product. The product is: [CH3:28][O:27][CH2:26][C:20]1([CH2:19][OH:18])[CH2:21][CH2:22][CH2:23][CH2:24][CH2:25]1. (9) Given the reactants [C:1]([O:5][C:6](=[O:17])[NH:7][C:8]1[CH:13]=[CH:12][CH:11]=[C:10]([C:14](=O)[NH2:15])[N:9]=1)([CH3:4])([CH3:3])[CH3:2].C(N(CC)CC)C.FC(F)(F)C(OC(=O)C(F)(F)F)=O, predict the reaction product. The product is: [C:1]([O:5][C:6](=[O:17])[NH:7][C:8]1[CH:13]=[CH:12][CH:11]=[C:10]([C:14]#[N:15])[N:9]=1)([CH3:4])([CH3:2])[CH3:3]. (10) Given the reactants Br[C:2]1[CH:3]=[C:4]([NH:10][C:11]2[NH:15][N:14]=[C:13]([CH:16]3[CH2:18][CH2:17]3)[CH:12]=2)[C:5](=[O:9])[N:6]([CH3:8])[CH:7]=1.C([O:22][CH2:23][C:24]1[C:29](B2OC(C)(C)C(C)(C)O2)=[CH:28][CH:27]=[CH:26][C:25]=1[N:39]1[CH2:47][C:46]2[C:41](=[CH:42][CH:43]=[C:44]([C:48]([CH3:51])([CH3:50])[CH3:49])[CH:45]=2)[C:40]1=[O:52])(=O)C, predict the reaction product. The product is: [C:48]([C:44]1[CH:45]=[C:46]2[C:41](=[CH:42][CH:43]=1)[C:40](=[O:52])[N:39]([C:25]1[CH:26]=[CH:27][CH:28]=[C:29]([C:2]3[CH:3]=[C:4]([NH:10][C:11]4[NH:15][N:14]=[C:13]([CH:16]5[CH2:18][CH2:17]5)[CH:12]=4)[C:5](=[O:9])[N:6]([CH3:8])[CH:7]=3)[C:24]=1[CH2:23][OH:22])[CH2:47]2)([CH3:51])([CH3:49])[CH3:50].